This data is from Reaction yield outcomes from USPTO patents with 853,638 reactions. The task is: Predict the reaction yield, written as a fraction of the theoretical maximum amount of product (1.0 means a 100% yield; for example, 0.34 means a 34% yield). (1) The reactants are C([O:3][C:4](=[O:27])[C:5]1[CH:10]=[CH:9][C:8]([C:11]#[C:12][C:13]2[CH:22]=[CH:21][C:20]3[C:19](=[O:23])[CH2:18][CH2:17][C:16]([CH3:25])([CH3:24])[C:15]=3[CH:14]=2)=[CH:7][C:6]=1[F:26])C.[OH-].[Na+]. The catalyst is C(O)C.CO.O1CCCC1. The product is [F:26][C:6]1[CH:7]=[C:8]([C:11]#[C:12][C:13]2[CH:22]=[CH:21][C:20]3[C:19](=[O:23])[CH2:18][CH2:17][C:16]([CH3:25])([CH3:24])[C:15]=3[CH:14]=2)[CH:9]=[CH:10][C:5]=1[C:4]([OH:27])=[O:3]. The yield is 0.270. (2) The reactants are [F:1][C:2]1[CH:3]=[C:4]2[C:9](=[CH:10][CH:11]=1)[CH:8]=[N:7][C:6]([NH:12][C:13](=[O:35])[O:14][CH2:15][C@@H:16]([N:21]([CH3:34])[C:22]([NH:24][CH2:25][C:26]1[CH:31]=[CH:30][CH:29]=[C:28]([F:32])[C:27]=1[Cl:33])=[O:23])[CH2:17][CH2:18][CH2:19][NH2:20])=[CH:5]2.[C:36]([O:40][C:41]([NH:43][CH2:44][C:45](O)=[O:46])=[O:42])([CH3:39])([CH3:38])[CH3:37].CN(C(ON1N=NC2C=CC=CC1=2)=[N+](C)C)C.F[P-](F)(F)(F)(F)F.CCN(C(C)C)C(C)C. The catalyst is CN(C=O)C. The product is [C:36]([O:40][C:41]([NH:43][CH2:44][C:45]([NH:20][CH2:19][CH2:18][CH2:17][C@H:16]([N:21]([CH3:34])[C:22]([NH:24][CH2:25][C:26]1[CH:31]=[CH:30][CH:29]=[C:28]([F:32])[C:27]=1[Cl:33])=[O:23])[CH2:15][O:14][C:13](=[O:35])[NH:12][C:6]1[N:7]=[CH:8][C:9]2[C:4]([CH:5]=1)=[CH:3][C:2]([F:1])=[CH:11][CH:10]=2)=[O:46])=[O:42])([CH3:39])([CH3:38])[CH3:37]. The yield is 0.830.